This data is from Human liver microsome stability data. The task is: Regression/Classification. Given a drug SMILES string, predict its absorption, distribution, metabolism, or excretion properties. Task type varies by dataset: regression for continuous measurements (e.g., permeability, clearance, half-life) or binary classification for categorical outcomes (e.g., BBB penetration, CYP inhibition). Dataset: hlm. (1) The compound is O=C(NCc1ccc(Cl)cc1Cl)N1CCC(Oc2ccc(OC(F)(F)F)cc2)CC1. The result is 0 (unstable in human liver microsomes). (2) The compound is CCOc1cc(NC(=O)C2(NC(=O)c3ccc4c(C5CCCC5)c(-c5ccccn5)n(C)c4c3)CCC2)ccc1C=CC(=O)O. The result is 0 (unstable in human liver microsomes). (3) The molecule is CC(C)CCn1nc(-c2cccs2)c(O)c(C2=NS(=O)(=O)c3cc(O)ccc3N2)c1=O. The result is 1 (stable in human liver microsomes). (4) The molecule is CC(C)CCn1nc(N2CCCC2)c(O)c(C2=NS(=O)(=O)c3cc(NS(C)(=O)=O)ccc3N2)c1=O. The result is 1 (stable in human liver microsomes). (5) The drug is CCOC(=O)C1=C[C@@H](OC(CC)CC)[C@H](NC(C)=O)[C@@H](NCc2ccc(N(CC)CC)cc2)C1. The result is 1 (stable in human liver microsomes). (6) The drug is CCOC1(c2ccc(OC)cc2)Sc2ccccc2-n2c1noc2=O. The result is 1 (stable in human liver microsomes). (7) The drug is OCCN1CCC(c2[nH]nc(-c3ccc(Cl)cc3)c2-c2ccncn2)CC1. The result is 0 (unstable in human liver microsomes). (8) The molecule is CC(C)(NC(=O)c1nn(Cc2ccc(F)cc2)c2c1C[C@H]1C[C@@H]21)c1ccccc1. The result is 1 (stable in human liver microsomes).